This data is from NCI-60 drug combinations with 297,098 pairs across 59 cell lines. The task is: Regression. Given two drug SMILES strings and cell line genomic features, predict the synergy score measuring deviation from expected non-interaction effect. (1) Drug 1: CC1=C(C(=CC=C1)Cl)NC(=O)C2=CN=C(S2)NC3=CC(=NC(=N3)C)N4CCN(CC4)CCO. Drug 2: CC(C)(C#N)C1=CC(=CC(=C1)CN2C=NC=N2)C(C)(C)C#N. Cell line: IGROV1. Synergy scores: CSS=9.29, Synergy_ZIP=-2.24, Synergy_Bliss=4.18, Synergy_Loewe=0.821, Synergy_HSA=3.43. (2) Drug 1: CCC(=C(C1=CC=CC=C1)C2=CC=C(C=C2)OCCN(C)C)C3=CC=CC=C3.C(C(=O)O)C(CC(=O)O)(C(=O)O)O. Drug 2: C1=NC2=C(N1)C(=S)N=CN2. Cell line: NCI-H522. Synergy scores: CSS=51.4, Synergy_ZIP=-0.887, Synergy_Bliss=0.314, Synergy_Loewe=-33.6, Synergy_HSA=-0.567. (3) Drug 1: C1CCC(C1)C(CC#N)N2C=C(C=N2)C3=C4C=CNC4=NC=N3. Drug 2: CN(C)C1=NC(=NC(=N1)N(C)C)N(C)C. Cell line: SR. Synergy scores: CSS=39.6, Synergy_ZIP=-0.561, Synergy_Bliss=-6.09, Synergy_Loewe=-7.81, Synergy_HSA=-7.73. (4) Drug 1: C1=NC2=C(N=C(N=C2N1C3C(C(C(O3)CO)O)O)F)N. Drug 2: CC1=C(C(CCC1)(C)C)C=CC(=CC=CC(=CC(=O)O)C)C. Cell line: K-562. Synergy scores: CSS=5.57, Synergy_ZIP=-1.06, Synergy_Bliss=-0.637, Synergy_Loewe=1.47, Synergy_HSA=1.41.